Dataset: Forward reaction prediction with 1.9M reactions from USPTO patents (1976-2016). Task: Predict the product of the given reaction. The product is: [Cl:38][C:35]1[CH:36]=[CH:37][C:32]2[N:31]=[C:23]([C:22]3[CH:27]=[CH:28][C:29]([F:30])=[C:20]([C@@:15]4([CH:17]([F:18])[F:19])[C@H:14]5[C@H:12]([CH2:13]5)[O:11][C:10]([NH2:9])=[N:16]4)[CH:21]=3)[O:25][C:33]=2[CH:34]=1. Given the reactants C([NH:9][C:10]1[O:11][C@@H:12]2[C@H:14]([C@@:15]([C:20]3[CH:21]=[C:22]([CH:27]=[CH:28][C:29]=3[F:30])[C:23]([O:25]C)=O)([CH:17]([F:19])[F:18])[N:16]=1)[CH2:13]2)(=O)C1C=CC=CC=1.[NH2:31][C:32]1[CH:37]=[CH:36][C:35]([Cl:38])=[CH:34][C:33]=1O, predict the reaction product.